This data is from Forward reaction prediction with 1.9M reactions from USPTO patents (1976-2016). The task is: Predict the product of the given reaction. (1) Given the reactants [C:1](Cl)(=[O:9])[CH2:2][CH2:3][CH2:4][CH2:5][CH2:6][CH2:7][CH3:8].[CH3:11][O:12][C:13]1[CH:18]=[CH:17][C:16]([N:19]2[C:28](=[O:29])[C:27]3[C:22](=[CH:23][CH:24]=[CH:25][CH:26]=3)[N:21]=[C:20]2[CH:30]([NH:32]C)[CH3:31])=[CH:15][CH:14]=1.[CH3:34][C:35]1[CH:40]=C(C)C=C[C:36]=1N1[C:34](=O)[C:35]2[C:40](=CC=C[CH:36]=2)N=C1C(NC)C, predict the reaction product. The product is: [C:35]([C:5]1[CH:4]=[CH:3][C:2]([C:1]([NH:32][CH:30]([C:20]2[N:19]([C:16]3[CH:17]=[CH:18][C:13]([O:12][CH3:11])=[CH:14][CH:15]=3)[C:28](=[O:29])[C:27]3[C:22](=[CH:23][CH:24]=[CH:25][CH:26]=3)[N:21]=2)[CH3:31])=[O:9])=[C:7]([CH3:8])[CH:6]=1)([CH3:40])([CH3:36])[CH3:34]. (2) Given the reactants [CH2:1]([O:3][C:4](=[O:23])[CH:5]([CH3:22])[CH:6]([N:8]([C:12]1[C:17]([N+:18]([O-])=O)=[CH:16][N:15]=[C:14]([Cl:21])[N:13]=1)[CH:9]1[CH2:11][CH2:10]1)[CH3:7])[CH3:2].[H][H], predict the reaction product. The product is: [CH2:1]([O:3][C:4](=[O:23])[CH:5]([CH3:22])[CH:6]([N:8]([C:12]1[C:17]([NH2:18])=[CH:16][N:15]=[C:14]([Cl:21])[N:13]=1)[CH:9]1[CH2:11][CH2:10]1)[CH3:7])[CH3:2]. (3) Given the reactants [C:1]([O:5][C:6](=[O:34])[N:7]([C@H:11]1[CH2:19][CH2:18][CH2:17][C@H:16]([CH2:20][C:21]2[CH:26]=[CH:25][C:24]([F:27])=[CH:23][CH:22]=2)[C@@H:15]([O:28][CH2:29][CH:30]=C)[C@H:14]([CH3:32])[O:13][C:12]1=[O:33])[CH2:8][O:9][CH3:10])([CH3:4])([CH3:3])[CH3:2].C([O-])(O)=[O:36].[Na+].O=[O+][O-].CSC, predict the reaction product. The product is: [C:1]([O:5][C:6](=[O:34])[N:7]([C@H:11]1[CH2:19][CH2:18][CH2:17][C@H:16]([CH2:20][C:21]2[CH:26]=[CH:25][C:24]([F:27])=[CH:23][CH:22]=2)[C@@H:15]([O:28][CH2:29][CH:30]=[O:36])[C@H:14]([CH3:32])[O:13][C:12]1=[O:33])[CH2:8][O:9][CH3:10])([CH3:3])([CH3:2])[CH3:4]. (4) Given the reactants [CH3:1][C:2]1[CH:7]=[CH:6][C:5]([NH:8]C(=O)C2C=CC=CC=2)=[CH:4][C:3]=1[NH:17][C:18]1[N:19]([C:23]2[C:24]3[CH:31]=[CH:30][NH:29][C:25]=3[N:26]=[CH:27][N:28]=2)[CH:20]=[CH:21][N:22]=1, predict the reaction product. The product is: [CH3:1][C:2]1[CH:7]=[CH:6][C:5]([NH2:8])=[CH:4][C:3]=1[NH:17][C:18]1[N:19]([C:23]2[C:24]3[CH:31]=[CH:30][NH:29][C:25]=3[N:26]=[CH:27][N:28]=2)[CH:20]=[CH:21][N:22]=1.